Dataset: Catalyst prediction with 721,799 reactions and 888 catalyst types from USPTO. Task: Predict which catalyst facilitates the given reaction. (1) Reactant: [OH-].[Na+].C([NH:11][C:12]([NH:14][C:15]1[CH:20]=[C:19]([I:21])[CH:18]=[C:17]([I:22])[CH:16]=1)=[S:13])(=O)C1C=CC=CC=1. Product: [I:21][C:19]1[CH:20]=[C:15]([NH:14][C:12]([NH2:11])=[S:13])[CH:16]=[C:17]([I:22])[CH:18]=1. The catalyst class is: 90. (2) Reactant: [H-].[Na+].[CH3:3][C:4]1[CH:9]=[CH:8][C:7]([S:10]([NH2:13])(=[O:12])=[O:11])=[CH:6][CH:5]=1.Cl[C:15]1[N:16]=[N:17][C:18]([C:21]([F:24])([F:23])[F:22])=[CH:19][CH:20]=1. Product: [CH3:3][C:4]1[CH:5]=[CH:6][C:7]([S:10]([NH:13][C:15]2[N:16]=[N:17][C:18]([C:21]([F:24])([F:23])[F:22])=[CH:19][CH:20]=2)(=[O:12])=[O:11])=[CH:8][CH:9]=1. The catalyst class is: 16. (3) Reactant: C[Al](C)C.[N:5]1[CH:10]=[CH:9][CH:8]=[C:7]([CH2:11][NH2:12])[CH:6]=1.C([N:16]1[C:24]2[C:19](=[C:20]([NH:26][C:27]3[C:35]4[C:30](=[CH:31][N:32]=[CH:33][CH:34]=4)[O:29][C:28]=3[C:36](OCC)=[O:37])[CH:21]=[CH:22][C:23]=2[Cl:25])[CH:18]=[N:17]1)(=O)C. Product: [Cl:25][C:23]1[CH:22]=[CH:21][C:20]([NH:26][C:27]2[C:35]3[C:30](=[CH:31][N:32]=[CH:33][CH:34]=3)[O:29][C:28]=2[C:36]([NH:12][CH2:11][C:7]2[CH:6]=[N:5][CH:10]=[CH:9][CH:8]=2)=[O:37])=[C:19]2[C:24]=1[NH:16][N:17]=[CH:18]2. The catalyst class is: 11. (4) Reactant: Br[C:2]1[CH:3]=[CH:4][C:5]2[O:9][C:8]([CH:10]=[CH2:11])=[N:7][C:6]=2[CH:12]=1.[C:13]([C:15]1[CH:20]=[CH:19][C:18](B(O)O)=[CH:17][CH:16]=1)#[N:14].C(P(C(C)(C)C)C(C)(C)C)(C)(C)C.O1CCCC1. Product: [CH:10]([C:8]1[O:9][C:5]2[CH:4]=[CH:3][C:2]([C:18]3[CH:19]=[CH:20][C:15]([C:13]#[N:14])=[CH:16][CH:17]=3)=[CH:12][C:6]=2[N:7]=1)=[CH2:11]. The catalyst class is: 81. (5) Reactant: Br[C:2]1[CH:7]=[C:6]([F:8])[CH:5]=[C:4]([F:9])[C:3]=1[C:10]([F:13])([F:12])[F:11].CC1(C)C(C)(C)OB([C:22]2[CH2:27][CH2:26][N:25]([C:28]([O:30][C:31]([CH3:34])([CH3:33])[CH3:32])=[O:29])[CH2:24][CH:23]=2)O1.C([O-])([O-])=O.[Na+].[Na+]. Product: [F:9][C:4]1[C:3]([C:10]([F:13])([F:12])[F:11])=[C:2]([C:22]2[CH2:27][CH2:26][N:25]([C:28]([O:30][C:31]([CH3:34])([CH3:33])[CH3:32])=[O:29])[CH2:24][CH:23]=2)[CH:7]=[C:6]([F:8])[CH:5]=1. The catalyst class is: 149. (6) Reactant: [CH2:1]([N:5]([CH2:45][CH2:46][CH2:47][CH3:48])[C:6]([C:8]1[N:9]=[C:10]([C:21]2[CH:30]=[CH:29][C:24]([C:25]([O:27]C)=[O:26])=[CH:23][C:22]=2[C:31]([N:33]2[C@H:42]([CH2:43][OH:44])[CH2:41][C:40]3[C:35](=[CH:36][CH:37]=[CH:38][CH:39]=3)[CH2:34]2)=[O:32])[N:11]([CH2:13][CH2:14][C:15]2[CH:20]=[CH:19][CH:18]=[CH:17][CH:16]=2)[CH:12]=1)=[O:7])[CH2:2][CH2:3][CH3:4].C1COCC1.CO.O.O[Li].O. Product: [CH2:45]([N:5]([CH2:1][CH2:2][CH2:3][CH3:4])[C:6]([C:8]1[N:9]=[C:10]([C:21]2[CH:30]=[CH:29][C:24]([C:25]([OH:27])=[O:26])=[CH:23][C:22]=2[C:31]([N:33]2[C@H:42]([CH2:43][OH:44])[CH2:41][C:40]3[C:35](=[CH:36][CH:37]=[CH:38][CH:39]=3)[CH2:34]2)=[O:32])[N:11]([CH2:13][CH2:14][C:15]2[CH:16]=[CH:17][CH:18]=[CH:19][CH:20]=2)[CH:12]=1)=[O:7])[CH2:46][CH2:47][CH3:48]. The catalyst class is: 6. (7) Reactant: [Br:1][C:2]1[CH:7]=[CH:6][C:5]([Cl:8])=[CH:4][C:3]=1[C:9](=O)[CH2:10][CH2:11][C:12]([F:18])([F:17])[C:13]([F:16])([F:15])[F:14].[C:20]([NH:23][NH2:24])([NH2:22])=[NH:21].Cl.B(F)(F)F.CCOCC. Product: [Br:1][C:2]1[CH:7]=[CH:6][C:5]([Cl:8])=[CH:4][C:3]=1/[C:9](=[N:24]/[NH:23][C:20](=[NH:21])[NH2:22])/[CH2:10][CH2:11][C:12]([F:18])([F:17])[C:13]([F:16])([F:15])[F:14]. The catalyst class is: 5. (8) Reactant: [NH2:1][C:2]1[N:6]([CH3:7])[N:5]=[C:4]([C:8]2[CH:13]=[CH:12][C:11]([OH:14])=[CH:10][CH:9]=2)[CH:3]=1.CS(C)=O.C([O-])([O-])=O.[Cs+].[Cs+].Br[CH2:26][CH2:27][O:28][CH3:29]. Product: [CH3:29][O:28][CH2:27][CH2:26][O:14][C:11]1[CH:12]=[CH:13][C:8]([C:4]2[CH:3]=[C:2]([NH2:1])[N:6]([CH3:7])[N:5]=2)=[CH:9][CH:10]=1. The catalyst class is: 6. (9) Reactant: [CH:1]([Si:4]([CH:9]([CH3:11])[CH3:10])([CH:6]([CH3:8])[CH3:7])[SH:5])([CH3:3])[CH3:2].O1CCOCC1.[H-].[Li+].Br[C:21]1[CH:26]=[C:25]([O:27][CH3:28])[CH:24]=[C:23]([O:29][CH3:30])[CH:22]=1. Product: [CH3:28][O:27][C:25]1[CH:26]=[C:21]([S:5][Si:4]([CH:1]([CH3:3])[CH3:2])([CH:6]([CH3:8])[CH3:7])[CH:9]([CH3:11])[CH3:10])[CH:22]=[C:23]([O:29][CH3:30])[CH:24]=1. The catalyst class is: 532.